From a dataset of Catalyst prediction with 721,799 reactions and 888 catalyst types from USPTO. Predict which catalyst facilitates the given reaction. (1) Reactant: [C:1]([C:4]1[S:8][C:7]([N:9]2[CH2:13][CH2:12][N:11]([CH2:14][C:15]3[CH:20]=[CH:19][C:18]([C:21]([F:24])([F:23])[F:22])=[CH:17][CH:16]=3)[C:10]2=[O:25])=[N:6][C:5]=1[CH3:26])(=[O:3])[CH3:2].CO[C:29](OC)([N:31]([CH3:33])[CH3:32])[CH3:30]. Product: [CH3:32][N:31]([CH3:33])/[C:29](/[CH3:30])=[CH:2]/[C:1]([C:4]1[S:8][C:7]([N:9]2[CH2:13][CH2:12][N:11]([CH2:14][C:15]3[CH:20]=[CH:19][C:18]([C:21]([F:22])([F:24])[F:23])=[CH:17][CH:16]=3)[C:10]2=[O:25])=[N:6][C:5]=1[CH3:26])=[O:3]. The catalyst class is: 80. (2) Reactant: [C:1]([C:4]1[CH:9]=[C:8]([O:10][CH2:11][CH2:12][CH3:13])[CH:7]=[CH:6][C:5]=1[NH:14][C:15](=O)[C:16]1[CH:21]=[CH:20][CH:19]=[N:18][CH:17]=1)(=[O:3])[NH2:2].[OH-].[Na+]. Product: [CH2:11]([O:10][C:8]1[CH:9]=[C:4]2[C:5](=[CH:6][CH:7]=1)[NH:14][C:15]([C:16]1[CH:17]=[N:18][CH:19]=[CH:20][CH:21]=1)=[N:2][C:1]2=[O:3])[CH2:12][CH3:13]. The catalyst class is: 14. (3) Reactant: ClC1C=CC(S(Cl)(=O)=O)=CC=1C(F)(F)F.COC(C1C(N)=CC=CN=1)=O.ClC1C=CC(S(NC2C(C#N)=NC=C(C)C=2)(=O)=O)=CC=1C(F)(F)F.[Cl:51][C:52]1[CH:57]=[CH:56][C:55]([S:58]([NH:61][C:62]2[C:63]([C:69]([OH:71])=[O:70])=[N:64][CH:65]=[C:66](C)[CH:67]=2)(=[O:60])=[O:59])=[CH:54][C:53]=1[C:72]([F:75])([F:74])[F:73].[Li+].[OH-]. Product: [Cl:51][C:52]1[CH:57]=[CH:56][C:55]([S:58]([NH:61][C:62]2[C:63]([C:69]([OH:71])=[O:70])=[N:64][CH:65]=[CH:66][CH:67]=2)(=[O:59])=[O:60])=[CH:54][C:53]=1[C:72]([F:74])([F:73])[F:75]. The catalyst class is: 877. (4) The catalyst class is: 15. Reactant: [Br:1][C:2]1[N:7]=[CH:6][C:5]([C:8]2[C:12]3[CH2:13][C:14]4[S:15][CH:16]=[CH:17][C:18]=4[C:11]=3[NH:10][N:9]=2)=[CH:4][CH:3]=1.[Br:19]Br. Product: [Br:19][C:16]1[S:15][C:14]2[CH2:13][C:12]3[C:8]([C:5]4[CH:6]=[N:7][C:2]([Br:1])=[CH:3][CH:4]=4)=[N:9][NH:10][C:11]=3[C:18]=2[CH:17]=1. (5) Reactant: [Br:1][C:2]1[CH:3]=[C:4]([NH2:10])[C:5]([O:8][CH3:9])=[N:6][CH:7]=1.N1C=CC=CC=1.[CH3:17][S:18](Cl)(=[O:20])=[O:19]. Product: [Br:1][C:2]1[CH:3]=[C:4]([NH:10][S:18]([CH3:17])(=[O:20])=[O:19])[C:5]([O:8][CH3:9])=[N:6][CH:7]=1. The catalyst class is: 2. (6) Reactant: [Cl:1][C:2]1[CH:3]=[C:4]([NH:8][C:9]2[N:14]=[CH:13][C:12]([CH:15]=O)=[C:11]([CH:17]3[CH2:19][CH2:18]3)[CH:10]=2)[CH:5]=[CH:6][CH:7]=1.[F:20][C:21]1[CH:28]=[CH:27][C:24]([CH2:25][NH2:26])=[CH:23][CH:22]=1.[ClH:29]. Product: [ClH:1].[ClH:29].[Cl:1][C:2]1[CH:3]=[C:4]([NH:8][C:9]2[CH:10]=[C:11]([CH:17]3[CH2:19][CH2:18]3)[C:12]([CH2:15][NH:26][CH2:25][C:24]3[CH:27]=[CH:28][C:21]([F:20])=[CH:22][CH:23]=3)=[CH:13][N:14]=2)[CH:5]=[CH:6][CH:7]=1. The catalyst class is: 12. (7) Reactant: [CH3:1][O:2][CH2:3][CH2:4][O:5][C:6]1[CH:11]=[C:10]2[C:12]([NH:16][C:17]3[CH:22]=[C:21]([C:23]#[CH:24])[CH:20]=[CH:19][CH:18]=3)=[N:13][CH:14]=[N:15][C:9]2=[CH:8][C:7]=1[O:25][CH2:26][CH2:27][O:28][CH3:29].O1CCOCC1.[ClH:36]. Product: [CH3:1][O:2][CH2:3][CH2:4][O:5][C:6]1[CH:11]=[C:10]2[C:12]([NH:16][C:17]3[CH:18]=[CH:19][CH:20]=[C:21]([C:23]#[CH:24])[CH:22]=3)=[N:13][CH:14]=[N:15][C:9]2=[CH:8][C:7]=1[O:25][CH2:26][CH2:27][O:28][CH3:29].[ClH:36]. The catalyst class is: 32.